Dataset: CYP3A4 inhibition data for predicting drug metabolism from PubChem BioAssay. Task: Regression/Classification. Given a drug SMILES string, predict its absorption, distribution, metabolism, or excretion properties. Task type varies by dataset: regression for continuous measurements (e.g., permeability, clearance, half-life) or binary classification for categorical outcomes (e.g., BBB penetration, CYP inhibition). Dataset: cyp3a4_veith. (1) The compound is COc1ccc2c(Cl)c(-c3nnco3)sc2c1. The result is 1 (inhibitor). (2) The compound is Cc1nn(Cc2c(F)c(F)c(F)c(F)c2F)c(C)c1NC(=O)c1c(-c2ccccc2)nn(-c2ccccc2)c1C. The result is 1 (inhibitor). (3) The drug is Cc1ccc(NC(=O)c2cccc(N(C)C)c2)cc1NC(=O)c1ccc(O)cc1. The result is 1 (inhibitor). (4) The compound is COC(=O)c1ccccc1OCC(=O)N1CCN(c2ccc(OC)cc2)CC1. The result is 0 (non-inhibitor). (5) The compound is COc1nc(Oc2ccc(/C=N/O)cc2)nc(N(C)C)n1. The result is 0 (non-inhibitor).